This data is from Forward reaction prediction with 1.9M reactions from USPTO patents (1976-2016). The task is: Predict the product of the given reaction. Given the reactants [CH2:1]([O:8][C:9]1[CH:14]=[CH:13][C:12]([C:15]2[C:20]([CH3:21])=[CH:19][C:18]([O:22][C@@H:23]3[CH2:27][CH2:26][O:25][CH2:24]3)=[CH:17][C:16]=2[CH3:28])=[CH:11][C:10]=1[CH2:29][OH:30])[C:2]1[CH:7]=[CH:6][CH:5]=[CH:4][CH:3]=1.O[C:32]1[CH:45]=[CH:44][C:35]2[C@H:36]([CH2:39][C:40]([O:42][CH3:43])=[O:41])[CH2:37][O:38][C:34]=2[CH:33]=1.C1(P(C2C=CC=CC=2)C2C=CC=CC=2)C=CC=CC=1.N(C(OC(C)C)=O)=NC(OC(C)C)=O, predict the reaction product. The product is: [CH2:1]([O:8][C:9]1[CH:14]=[CH:13][C:12]([C:15]2[C:20]([CH3:21])=[CH:19][C:18]([O:22][C@@H:23]3[CH2:27][CH2:26][O:25][CH2:24]3)=[CH:17][C:16]=2[CH3:28])=[CH:11][C:10]=1[CH2:29][O:30][C:32]1[CH:45]=[CH:44][C:35]2[C@H:36]([CH2:39][C:40]([O:42][CH3:43])=[O:41])[CH2:37][O:38][C:34]=2[CH:33]=1)[C:2]1[CH:3]=[CH:4][CH:5]=[CH:6][CH:7]=1.